The task is: Regression. Given a peptide amino acid sequence and an MHC pseudo amino acid sequence, predict their binding affinity value. This is MHC class I binding data.. This data is from Peptide-MHC class I binding affinity with 185,985 pairs from IEDB/IMGT. (1) The peptide sequence is FAFKLSFAI. The binding affinity (normalized) is 0.0847. The MHC is HLA-B15:01 with pseudo-sequence HLA-B15:01. (2) The peptide sequence is RYRRLIQIL. The MHC is HLA-A30:01 with pseudo-sequence HLA-A30:01. The binding affinity (normalized) is 0.545. (3) The MHC is HLA-B35:01 with pseudo-sequence HLA-B35:01. The binding affinity (normalized) is 0.394. The peptide sequence is RLSSLSLAL.